Dataset: Catalyst prediction with 721,799 reactions and 888 catalyst types from USPTO. Task: Predict which catalyst facilitates the given reaction. Reactant: [Cl:1][C:2]1[CH:24]=[C:23]([Cl:25])[CH:22]=[CH:21][C:3]=1[O:4][C:5]1[N:10]=[C:9]([C:11]2[CH:12]=[C:13]([CH:18]=[CH:19][CH:20]=2)[C:14]([O:16]C)=[O:15])[CH:8]=[CH:7][CH:6]=1. Product: [Cl:1][C:2]1[CH:24]=[C:23]([Cl:25])[CH:22]=[CH:21][C:3]=1[O:4][C:5]1[N:10]=[C:9]([C:11]2[CH:12]=[C:13]([CH:18]=[CH:19][CH:20]=2)[C:14]([OH:16])=[O:15])[CH:8]=[CH:7][CH:6]=1. The catalyst class is: 175.